From a dataset of Reaction yield outcomes from USPTO patents with 853,638 reactions. Predict the reaction yield, written as a fraction of the theoretical maximum amount of product (1.0 means a 100% yield; for example, 0.34 means a 34% yield). (1) The reactants are Cl.[Cl:2][C:3]1[CH:4]=[C:5]2[C:9](=[CH:10][CH:11]=1)[NH:8][CH:7]=[C:6]2[CH:12]1[CH2:17][CH2:16][NH:15][CH2:14][CH2:13]1.[F:18][C:19]1[CH:33]=[CH:32][C:31]([F:34])=[CH:30][C:20]=1[CH2:21][C:22]1[O:26][N:25]=[C:24]([C:27](O)=[O:28])[CH:23]=1.F[P-](F)(F)(F)(F)F.C[N+](C)=C(N(C)C)ON1C2N=CC=CC=2N=N1.C(N(CC)C(C)C)(C)C. The catalyst is CN(C=O)C. The product is [Cl:2][C:3]1[CH:4]=[C:5]2[C:9](=[CH:10][CH:11]=1)[NH:8][CH:7]=[C:6]2[CH:12]1[CH2:17][CH2:16][N:15]([C:27]([C:24]2[CH:23]=[C:22]([CH2:21][C:20]3[CH:30]=[C:31]([F:34])[CH:32]=[CH:33][C:19]=3[F:18])[O:26][N:25]=2)=[O:28])[CH2:14][CH2:13]1. The yield is 0.360. (2) The yield is 0.690. The catalyst is N1C=CC=CC=1.O. The reactants are [N:1]1([CH:10]([C:15]2[CH:20]=[CH:19][CH:18]=[CH:17][CH:16]=2)[CH:11]([OH:14])[CH2:12][OH:13])[C:9]2[C:4](=[CH:5][CH:6]=[CH:7][CH:8]=2)[CH:3]=[CH:2]1.[C:21]1([CH3:31])[CH:26]=[CH:25][C:24]([S:27](Cl)(=[O:29])=[O:28])=[CH:23][CH:22]=1. The product is [OH:14][CH:11]([CH:10]([N:1]1[C:9]2[C:4](=[CH:5][CH:6]=[CH:7][CH:8]=2)[CH:3]=[CH:2]1)[C:15]1[CH:20]=[CH:19][CH:18]=[CH:17][CH:16]=1)[CH2:12][O:13][S:27]([C:24]1[CH:25]=[CH:26][C:21]([CH3:31])=[CH:22][CH:23]=1)(=[O:29])=[O:28]. (3) The reactants are [Cl:1][C:2]1[C:3]2[N:4]([CH:8]=[C:9]([CH:11]([CH3:13])[CH3:12])[N:10]=2)[CH:5]=[CH:6][CH:7]=1.I[C:15]1[CH:16]=[C:17]([OH:21])[CH:18]=[CH:19][CH:20]=1.C([O-])(=O)C.[K+]. The product is [Cl:1][C:2]1[C:3]2[N:4]([C:8]([C:15]3[CH:16]=[C:17]([OH:21])[CH:18]=[CH:19][CH:20]=3)=[C:9]([CH:11]([CH3:13])[CH3:12])[N:10]=2)[CH:5]=[CH:6][CH:7]=1. The yield is 0.860. The catalyst is CN(C)C(=O)C.[OH-].[OH-].[Pd+2]. (4) The reactants are [ClH:1].C(OC([N:9]1[CH2:14][CH2:13][N:12]([C:15]2[CH:16]=[N:17][C:18]([NH:21][C:22]3[N:23]=[CH:24][C:25]4[CH:31]=[C:30]([C:32](=[O:34])[CH3:33])[C:29](=[O:35])[N:28]([CH:36]5[CH2:40][CH2:39][CH2:38][CH2:37]5)[C:26]=4[N:27]=3)=[CH:19][CH:20]=2)[CH2:11][CH2:10]1)=O)(C)(C)C. The catalyst is CO.C(Cl)Cl. The product is [ClH:1].[C:32]([C:30]1[C:29](=[O:35])[N:28]([CH:36]2[CH2:40][CH2:39][CH2:38][CH2:37]2)[C:26]2[N:27]=[C:22]([NH:21][C:18]3[CH:19]=[CH:20][C:15]([N:12]4[CH2:11][CH2:10][NH:9][CH2:14][CH2:13]4)=[CH:16][N:17]=3)[N:23]=[CH:24][C:25]=2[CH:31]=1)(=[O:34])[CH3:33]. The yield is 0.760. (5) The reactants are [CH2:1]([N:8]1[C:16]2[C:11](=[CH:12][C:13]([C:17]3[CH:22]=[CH:21][C:20]([O:23][C:24]([F:27])([F:26])[F:25])=[CH:19][CH:18]=3)=[CH:14][CH:15]=2)[CH:10]=[CH:9]1)[C:2]1[CH:7]=[CH:6][CH:5]=[CH:4][CH:3]=1.[C:28](Cl)(=[O:32])[C:29](Cl)=[O:30].[CH2:34]([OH:36])[CH3:35].C(=O)(O)[O-].[Na+]. The catalyst is C1COCC1. The product is [CH2:1]([N:8]1[C:16]2[C:11](=[CH:12][C:13]([C:17]3[CH:22]=[CH:21][C:20]([O:23][C:24]([F:27])([F:25])[F:26])=[CH:19][CH:18]=3)=[CH:14][CH:15]=2)[C:10]([C:28](=[O:32])[C:29]([O:36][CH2:34][CH3:35])=[O:30])=[CH:9]1)[C:2]1[CH:3]=[CH:4][CH:5]=[CH:6][CH:7]=1. The yield is 0.860. (6) The product is [CH2:1]([N:8]1[C:9](=[O:30])[C:10]2[C:15](=[CH:14][CH:13]=[CH:12][CH:11]=2)[C:16]([CH2:18][C:19]2[C:27]3[C:22](=[CH:23][CH:24]=[C:25]([Cl:28])[CH:26]=3)[N:21]([CH2:32][C:33]([O:35][CH3:36])=[O:34])[C:20]=2[CH3:29])=[N:17]1)[C:2]1[CH:7]=[CH:6][CH:5]=[CH:4][CH:3]=1. The catalyst is O. The reactants are [CH2:1]([N:8]1[N:17]=[C:16]([CH2:18][C:19]2[C:27]3[C:22](=[CH:23][CH:24]=[C:25]([Cl:28])[CH:26]=3)[NH:21][C:20]=2[CH3:29])[C:15]2[C:10](=[CH:11][CH:12]=[CH:13][CH:14]=2)[C:9]1=[O:30])[C:2]1[CH:7]=[CH:6][CH:5]=[CH:4][CH:3]=1.Br[CH2:32][C:33]([O:35][CH3:36])=[O:34].C(=O)([O-])[O-].[K+].[K+].CN(C=O)C. The yield is 0.540.